Regression. Given two drug SMILES strings and cell line genomic features, predict the synergy score measuring deviation from expected non-interaction effect. From a dataset of NCI-60 drug combinations with 297,098 pairs across 59 cell lines. (1) Synergy scores: CSS=-3.08, Synergy_ZIP=1.43, Synergy_Bliss=0.618, Synergy_Loewe=-2.57, Synergy_HSA=-2.35. Drug 1: C1=CN(C=N1)CC(O)(P(=O)(O)O)P(=O)(O)O. Drug 2: C1=NNC2=C1C(=O)NC=N2. Cell line: SF-295. (2) Drug 1: CN(C)C1=NC(=NC(=N1)N(C)C)N(C)C. Drug 2: C1CNP(=O)(OC1)N(CCCl)CCCl. Cell line: T-47D. Synergy scores: CSS=-7.26, Synergy_ZIP=1.18, Synergy_Bliss=-3.48, Synergy_Loewe=-6.52, Synergy_HSA=-7.57. (3) Drug 1: CC1C(C(=O)NC(C(=O)N2CCCC2C(=O)N(CC(=O)N(C(C(=O)O1)C(C)C)C)C)C(C)C)NC(=O)C3=C4C(=C(C=C3)C)OC5=C(C(=O)C(=C(C5=N4)C(=O)NC6C(OC(=O)C(N(C(=O)CN(C(=O)C7CCCN7C(=O)C(NC6=O)C(C)C)C)C)C(C)C)C)N)C. Drug 2: CC1CCC2CC(C(=CC=CC=CC(CC(C(=O)C(C(C(=CC(C(=O)CC(OC(=O)C3CCCCN3C(=O)C(=O)C1(O2)O)C(C)CC4CCC(C(C4)OC)O)C)C)O)OC)C)C)C)OC. Cell line: SK-MEL-5. Synergy scores: CSS=12.7, Synergy_ZIP=-1.10, Synergy_Bliss=0.315, Synergy_Loewe=-0.0309, Synergy_HSA=0.807.